Task: Predict the reactants needed to synthesize the given product.. Dataset: Full USPTO retrosynthesis dataset with 1.9M reactions from patents (1976-2016) (1) Given the product [C:27]([O:26][C:24]([N:11]1[C@H:10]([C:8]([N:4]2[CH2:5][CH2:6][CH2:7][C@H:3]2[C:1]#[N:2])=[O:9])[C@H:15]2[CH2:16][C@@H:12]1[C@H:13]([O:17][CH2:18][C:19]([OH:21])=[O:20])[CH2:14]2)=[O:25])([CH3:30])([CH3:28])[CH3:29], predict the reactants needed to synthesize it. The reactants are: [C:1]([C@@H:3]1[CH2:7][CH2:6][CH2:5][N:4]1[C:8]([C@@H:10]1[C@H:15]2[CH2:16][C@H:12]([C@H:13]([O:17][CH2:18][C:19]([O:21]CC)=[O:20])[CH2:14]2)[N:11]1[C:24]([O:26][C:27]([CH3:30])([CH3:29])[CH3:28])=[O:25])=[O:9])#[N:2].O.[OH-].[Li+]. (2) Given the product [NH2:1][C:2](=[C:5]([NH:8][CH2:9][C:10]1[CH:15]=[CH:14][CH:13]=[CH:12][CH:11]=1)[C:6]#[N:7])[C:3]#[N:4], predict the reactants needed to synthesize it. The reactants are: [NH2:1][C:2](=[C:5]([N:8]=[CH:9][C:10]1[CH:15]=[CH:14][CH:13]=[CH:12][CH:11]=1)[C:6]#[N:7])[C:3]#[N:4].CO.[BH4-].[Na+]. (3) Given the product [CH3:8][CH:7]([CH3:9])[CH2:6][CH:5]([C:10]1[CH:15]=[CH:14][CH:13]=[CH:12][CH:11]=1)[C:4](=[O:16])[CH3:18], predict the reactants needed to synthesize it. The reactants are: CON(C)[C:4](=[O:16])[CH:5]([C:10]1[CH:15]=[CH:14][CH:13]=[CH:12][CH:11]=1)[CH2:6][CH:7]([CH3:9])[CH3:8].[CH2:18]1COCC1. (4) Given the product [OH:8][C:9]1[CH:10]=[CH:11][C:12]2[CH:13]([CH3:21])[CH:14]3[CH2:18][NH:17][CH2:16][CH:15]3[C:19]=2[CH:20]=1, predict the reactants needed to synthesize it. The reactants are: C(NC(=O)[O-])C.C[O:8][C:9]1[CH:10]=[CH:11][C:12]2[CH:13]([CH3:21])[CH:14]3[CH2:18][NH:17][CH2:16][CH:15]3[C:19]=2[CH:20]=1. (5) Given the product [C:8]([C:5]1[CH:6]=[CH:7][C:2]([NH:1][C:56](=[O:57])[C:55]2[CH:59]=[CH:60][CH:61]=[C:53]([S:50]([N:44]3[CH2:49][CH2:48][CH2:47][CH2:46][CH2:45]3)(=[O:52])=[O:51])[CH:54]=2)=[CH:3][CH:4]=1)(=[O:10])[CH3:9], predict the reactants needed to synthesize it. The reactants are: [NH2:1][C:2]1[CH:7]=[CH:6][C:5]([C:8](=[O:10])[CH3:9])=[CH:4][CH:3]=1.F[P-](F)(F)(F)(F)F.N1(OC(N(C)C)=[N+](C)C)C2N=CC=CC=2N=N1.C(N(CC)C(C)C)(C)C.[N:44]1([S:50]([C:53]2[CH:54]=[C:55]([CH:59]=[CH:60][CH:61]=2)[C:56](O)=[O:57])(=[O:52])=[O:51])[CH2:49][CH2:48][CH2:47][CH2:46][CH2:45]1. (6) The reactants are: S(Cl)(Cl)=O.COC1C=CC=CC=1CCC(O)=O.C1(CCCC(Cl)=O)C=CC=CC=1.[CH3:30][O:31][C:32]1[CH:33]=[C:34]2[C:39](=[CH:40][C:41]=1[O:42][CH3:43])[N:38]=[CH:37][N:36]=[C:35]2[O:44][C:45]1[CH:51]=[CH:50][C:48]([NH2:49])=[CH:47][CH:46]=1.[CH3:52][O:53][C:54]1[CH:59]=[CH:58][CH:57]=[CH:56][C:55]=1[CH2:60][CH2:61][C:62]([N:64]=[C:65]=[S:66])=[O:63]. Given the product [CH3:30][O:31][C:32]1[CH:33]=[C:34]2[C:39](=[CH:40][C:41]=1[O:42][CH3:43])[N:38]=[CH:37][N:36]=[C:35]2[O:44][C:45]1[CH:51]=[CH:50][C:48]([NH:49][C:65]([NH:64][C:62](=[O:63])[CH2:61][CH2:60][C:55]2[CH:56]=[CH:57][CH:58]=[CH:59][C:54]=2[O:53][CH3:52])=[S:66])=[CH:47][CH:46]=1, predict the reactants needed to synthesize it.